Dataset: Full USPTO retrosynthesis dataset with 1.9M reactions from patents (1976-2016). Task: Predict the reactants needed to synthesize the given product. (1) Given the product [CH3:17][N:8]1[C:7](=[O:18])[C:6]2=[C:2]([NH:39][C:40]3[CH:45]=[CH:44][CH:43]=[CH:42][CH:41]=3)[N:3]([CH2:19][C:20]3[CH:25]=[CH:24][C:23]([C:26]4[CH:31]=[CH:30][CH:29]=[C:28]([F:32])[N:27]=4)=[CH:22][CH:21]=3)[N:4]=[C:5]2[N:10]2[C@H:11]3[CH2:16][CH2:15][CH2:14][C@H:12]3[N:13]=[C:9]12, predict the reactants needed to synthesize it. The reactants are: Cl[C:2]1[N:3]([CH2:19][C:20]2[CH:25]=[CH:24][C:23]([C:26]3[CH:31]=[CH:30][CH:29]=[C:28]([F:32])[N:27]=3)=[CH:22][CH:21]=2)[N:4]=[C:5]2[N:10]3[C@H:11]4[CH2:16][CH2:15][CH2:14][C@H:12]4[N:13]=[C:9]3[N:8]([CH3:17])[C:7](=[O:18])[C:6]=12.C([O-])([O-])=O.[K+].[K+].[NH2:39][C:40]1[CH:45]=[CH:44][CH:43]=[CH:42][CH:41]=1.C1(C)C(C)=CC=CC=1. (2) Given the product [Cl:6][C:7]1[CH:23]=[C:22]([Cl:24])[C:21]([O:25][CH2:26][C:27]2[CH:28]=[CH:29][C:30]([O:33][CH3:34])=[CH:31][CH:32]=2)=[CH:20][C:8]=1[O:9][C:10]1[N:14]([CH3:15])[N:13]=[C:12]([CH:16]([OH:17])[CH2:3][CH:2]=[CH2:1])[C:11]=1[CH:18]=[CH2:19], predict the reactants needed to synthesize it. The reactants are: [CH2:1]([Mg]Cl)[CH:2]=[CH2:3].[Cl:6][C:7]1[CH:23]=[C:22]([Cl:24])[C:21]([O:25][CH2:26][C:27]2[CH:32]=[CH:31][C:30]([O:33][CH3:34])=[CH:29][CH:28]=2)=[CH:20][C:8]=1[O:9][C:10]1[N:14]([CH3:15])[N:13]=[C:12]([CH:16]=[O:17])[C:11]=1[CH:18]=[CH2:19].[Cl-].[NH4+].